From a dataset of Reaction yield outcomes from USPTO patents with 853,638 reactions. Predict the reaction yield, written as a fraction of the theoretical maximum amount of product (1.0 means a 100% yield; for example, 0.34 means a 34% yield). The reactants are [F:1][C:2]1[CH:19]=[CH:18][CH:17]=[CH:16][C:3]=1[O:4][C:5]1[N:10]=[CH:9][C:8]([CH2:11][C:12](Cl)=[N:13][OH:14])=[CH:7][CH:6]=1.O1CCCC1.[C:25]([C:27]1[CH:28]=[CH:29][C:30]([NH2:33])=[N:31][CH:32]=1)#[CH:26].C(N(CC)CC)C. The catalyst is O. The product is [F:1][C:2]1[CH:19]=[CH:18][CH:17]=[CH:16][C:3]=1[O:4][C:5]1[N:10]=[CH:9][C:8]([CH2:11][C:12]2[CH:26]=[C:25]([C:27]3[CH:28]=[CH:29][C:30]([NH2:33])=[N:31][CH:32]=3)[O:14][N:13]=2)=[CH:7][CH:6]=1. The yield is 0.170.